From a dataset of Catalyst prediction with 721,799 reactions and 888 catalyst types from USPTO. Predict which catalyst facilitates the given reaction. (1) Reactant: [NH2:1][C:2]1[N:7]2[N:8]=[CH:9][C:10]([C:11]3[CH:12]=[N:13][C:14]4[C:19]([CH:20]=3)=[CH:18][CH:17]=[CH:16][CH:15]=4)=[C:6]2[N:5]=[C:4]([N:21]2[CH2:26][CH2:25][N:24](C(OC(C)(C)C)=O)[CH2:23][CH2:22]2)[C:3]=1Br.[ClH:35]. Product: [Cl:35][C:3]1[C:4]([N:21]2[CH2:26][CH2:25][NH:24][CH2:23][CH2:22]2)=[N:5][C:6]2[N:7]([N:8]=[CH:9][C:10]=2[C:11]2[CH:12]=[N:13][C:14]3[C:19]([CH:20]=2)=[CH:18][CH:17]=[CH:16][CH:15]=3)[C:2]=1[NH2:1]. The catalyst class is: 12. (2) Reactant: C([O:5][C:6]([N:8]1[CH2:13][CH2:12][CH:11]([N:14]2[C:18]3=[N:19][CH:20]=[N:21][C:22]([O:23][C:24]4[C:25]([CH3:30])=[N:26][CH:27]=[CH:28][CH:29]=4)=[C:17]3[CH:16]=[N:15]2)[CH2:10][CH2:9]1)=[O:7])(C)(C)C.ClC(O[CH2:35][C:36]1[CH:41]=[CH:40][CH:39]=[CH:38][CH:37]=1)=O.C(N(CC)CC)C.O. Product: [CH2:35]([O:5][C:6]([N:8]1[CH2:13][CH2:12][CH:11]([N:14]2[C:18]3=[N:19][CH:20]=[N:21][C:22]([O:23][C:24]4[C:25]([CH3:30])=[N:26][CH:27]=[CH:28][CH:29]=4)=[C:17]3[CH:16]=[N:15]2)[CH2:10][CH2:9]1)=[O:7])[C:36]1[CH:41]=[CH:40][CH:39]=[CH:38][CH:37]=1. The catalyst class is: 330. (3) Reactant: [CH2:1]([O:8][C:9]1[CH:10]=[C:11]([CH:14]=[CH:15][C:16]=1[O:17][CH3:18])[CH:12]=[O:13])[C:2]1[CH:7]=[CH:6][CH:5]=[CH:4][CH:3]=1.C1C(=O)N([Cl:26])C(=O)C1.O. Product: [CH2:1]([O:8][C:9]1[C:16]([O:17][CH3:18])=[CH:15][C:14]([Cl:26])=[C:11]([CH:10]=1)[CH:12]=[O:13])[C:2]1[CH:3]=[CH:4][CH:5]=[CH:6][CH:7]=1. The catalyst class is: 3. (4) Reactant: [Mg].Br[CH2:3][CH2:4][CH2:5][CH2:6][CH2:7][CH2:8][CH2:9][CH2:10][CH2:11][CH2:12][CH2:13][CH2:14][CH2:15][CH3:16].Br[C:18]1[CH:22]=[CH:21][S:20][CH:19]=1.[MgH]C(Br)CCCCCCCCCCCCC. Product: [CH2:3]([C:18]1[CH:22]=[CH:21][S:20][CH:19]=1)[CH2:4][CH2:5][CH2:6][CH2:7][CH2:8][CH2:9][CH2:10][CH2:11][CH2:12][CH2:13][CH2:14][CH2:15][CH3:16]. The catalyst class is: 385.